Dataset: Full USPTO retrosynthesis dataset with 1.9M reactions from patents (1976-2016). Task: Predict the reactants needed to synthesize the given product. (1) Given the product [N:12]1[N:11]([C:4]2[CH:1]=[CH:2][C:10]3[O:21][CH2:22][O:23][C:9]=3[C:5]=2[C:6]([OH:8])=[O:7])[N:15]=[CH:14][CH:13]=1, predict the reactants needed to synthesize it. The reactants are: [CH3:1][C:2]1[CH:10]=[CH:9][C:5]([C:6]([OH:8])=[O:7])=[C:4]([N:11]2[N:15]=[CH:14][CH:13]=[N:12]2)N=1.BrC1C=CC2[O:21][CH2:22][O:23]C=2C=1C(O)=O.ClC1N=C(C)C=CC=1C(O)=O. (2) Given the product [C:1]([C:5]1[CH:31]=[CH:30][C:8]([NH:9][C:10]2[CH:29]=[CH:28][C:13]([O:14][C:15]3[C:24]4[C:19](=[CH:20][C:21]([O:27][CH2:32][C@@H:49]([OH:48])[CH2:50][N:38]5[CH2:43][CH2:42][O:41][CH2:40][CH2:39]5)=[C:22]([O:25][CH3:26])[CH:23]=4)[N:18]=[CH:17][CH:16]=3)=[CH:12][CH:11]=2)=[CH:7][CH:6]=1)([CH3:4])([CH3:2])[CH3:3], predict the reactants needed to synthesize it. The reactants are: [C:1]([C:5]1[CH:31]=[CH:30][C:8]([NH:9][C:10]2[CH:29]=[CH:28][C:13]([O:14][C:15]3[C:24]4[C:19](=[CH:20][C:21]([OH:27])=[C:22]([O:25][CH3:26])[CH:23]=4)[N:18]=[CH:17][CH:16]=3)=[CH:12][CH:11]=2)=[CH:7][CH:6]=1)([CH3:4])([CH3:3])[CH3:2].[C:32](=O)([O-])[O-].[K+].[K+].[NH:38]1[CH2:43][CH2:42][O:41][CH2:40][CH2:39]1.O.C([O:48][CH2:49][CH3:50])(=O)C. (3) Given the product [N:48]1([C:57](=[O:66])/[CH:58]=[CH:59]/[C@@H:60]([NH:65][C:14]([C@@H:9]2[CH2:10][CH2:11][CH2:12][CH2:13][N:8]2[C:6]([O:5][C:2]([CH3:1])([CH3:3])[CH3:4])=[O:7])=[O:16])[CH2:61][CH:62]([CH3:64])[CH3:63])[C:56]2[C:51](=[CH:52][CH:53]=[CH:54][CH:55]=2)[CH2:50][CH2:49]1, predict the reactants needed to synthesize it. The reactants are: [CH3:1][C:2]([O:5][C:6]([N:8]1[CH2:13][CH2:12][CH2:11][CH2:10][C@H:9]1[C:14]([OH:16])=O)=[O:7])([CH3:4])[CH3:3].CN(C(ON1N=NC2C=CC=NC1=2)=[N+](C)C)C.F[P-](F)(F)(F)(F)F.CN1CCOCC1.[N:48]1([C:57](=[O:66])/[CH:58]=[CH:59]/[C@@H:60]([NH2:65])[CH2:61][CH:62]([CH3:64])[CH3:63])[C:56]2[C:51](=[CH:52][CH:53]=[CH:54][CH:55]=2)[CH2:50][CH2:49]1. (4) The reactants are: [NH+]1C=CC=CC=1.C1C=C[NH+]=CC=1.[O-][Cr](Cl)(=O)=O.[Br:18][C:19]1[CH:20]=[C:21]([CH2:27][OH:28])[CH:22]=[C:23]([Br:26])[C:24]=1[Cl:25]. Given the product [Br:18][C:19]1[CH:20]=[C:21]([CH:22]=[C:23]([Br:26])[C:24]=1[Cl:25])[CH:27]=[O:28], predict the reactants needed to synthesize it. (5) Given the product [Cl:1][C:2]1[CH:10]=[C:9]([Cl:11])[CH:8]=[C:7]2[C:3]=1[C:4]([CH3:17])=[C:5]([C:12]([OH:14])=[O:13])[NH:6]2, predict the reactants needed to synthesize it. The reactants are: [Cl:1][C:2]1[CH:10]=[C:9]([Cl:11])[CH:8]=[C:7]2[C:3]=1[C:4]([CH3:17])=[C:5]([C:12]([O:14]CC)=[O:13])[NH:6]2.[OH-].[K+].Cl. (6) The reactants are: Br[C:2]1[CH:3]=[C:4]([C:8]2([C:26]3[CH:31]=[C:30]([C:32]([F:35])([F:34])[F:33])[C:29](=O)[N:28](C)[CH:27]=3)[C:16]3[C:11](=[C:12]([F:17])[CH:13]=[CH:14][CH:15]=3)[C:10]([NH:18]C(=O)OC(C)(C)C)=[N:9]2)[CH:5]=[CH:6][CH:7]=1.[C:38]([C:40]1[CH:41]=[C:42](B(O)O)[CH:43]=[N:44][CH:45]=1)#[N:39].[C:49](=[O:52])([O-])[O-].[K+].[K+].COCCOC. Given the product [NH2:18][C:10]1[C:11]2[C:16](=[CH:15][CH:14]=[CH:13][C:12]=2[F:17])[C:8]([C:4]2[CH:3]=[C:2]([C:42]3[CH:43]=[N:44][CH:45]=[C:40]([CH:41]=3)[C:38]#[N:39])[CH:7]=[CH:6][CH:5]=2)([C:26]2[CH:31]=[C:30]([C:32]([F:35])([F:33])[F:34])[C:49](=[O:52])[N:28]([CH3:29])[CH:27]=2)[N:9]=1, predict the reactants needed to synthesize it. (7) Given the product [CH3:46][O:47][C:48]([C@H:50]1[CH2:55][N:54]([C:15](=[O:16])[C@@H:14]([NH:13][C:11](=[O:12])[C@H:10]([CH:4]2[CH2:5][CH2:6][CH2:7][CH2:8][CH2:9]2)[NH:22][C:23]([C:25]2[CH:30]=[N:29][CH:28]=[CH:27][N:26]=2)=[O:24])[C:18]([CH3:21])([CH3:20])[CH3:19])[CH2:53][CH2:52][N:51]1[CH2:56][C:57]1[CH:62]=[CH:61][C:60]([Cl:63])=[CH:59][CH:58]=1)=[O:49], predict the reactants needed to synthesize it. The reactants are: ClCCl.[CH:4]1([C@H:10]([NH:22][C:23]([C:25]2[CH:30]=[N:29][CH:28]=[CH:27][N:26]=2)=[O:24])[C:11]([NH:13][C@@H:14]([C:18]([CH3:21])([CH3:20])[CH3:19])[C:15](O)=[O:16])=[O:12])[CH2:9][CH2:8][CH2:7][CH2:6][CH2:5]1.C1(N=C=NC2CCCCC2)CCCCC1.[CH3:46][O:47][C:48]([C@H:50]1[CH2:55][NH:54][CH2:53][CH2:52][N:51]1[CH2:56][C:57]1[CH:62]=[CH:61][C:60]([Cl:63])=[CH:59][CH:58]=1)=[O:49]. (8) Given the product [C:1]([N:4]1[C:13]2[C:8](=[CH:9][C:10]([C:14]3[CH2:19][CH2:18][N:17]([C:20]([O:22][C:23]([CH3:26])([CH3:25])[CH3:24])=[O:21])[CH2:16][CH:15]=3)=[CH:11][CH:12]=2)[C@H:7]([NH:27][C:33]2[N:38]=[C:37]([CH3:39])[CH:36]=[CH:35][N:34]=2)[C@@H:6]([CH3:28])[C@@H:5]1[CH:29]1[CH2:30][CH2:31]1)(=[O:3])[CH3:2], predict the reactants needed to synthesize it. The reactants are: [C:1]([N:4]1[C:13]2[C:8](=[CH:9][C:10]([C:14]3[CH2:19][CH2:18][N:17]([C:20]([O:22][C:23]([CH3:26])([CH3:25])[CH3:24])=[O:21])[CH2:16][CH:15]=3)=[CH:11][CH:12]=2)[C@H:7]([NH2:27])[C@@H:6]([CH3:28])[C@@H:5]1[CH:29]1[CH2:31][CH2:30]1)(=[O:3])[CH3:2].Br[C:33]1[N:38]=[C:37]([CH3:39])[CH:36]=[CH:35][N:34]=1.CC(C)([O-])C.[Na+].CN(C1C(C2C(P(C3CCCCC3)C3CCCCC3)=CC=CC=2)=CC=CC=1)C. (9) Given the product [CH2:2]([N:9]1[CH2:14][CH2:13][C:12]2[C:15]([Cl:1])=[N:27][C:25]([C:22]([CH3:24])([CH3:23])[CH3:21])=[N:26][C:11]=2[CH2:10]1)[C:3]1[CH:4]=[CH:5][CH:6]=[CH:7][CH:8]=1, predict the reactants needed to synthesize it. The reactants are: [ClH:1].[CH2:2]([N:9]1[CH2:14][CH2:13][CH:12]([C:15](OCC)=O)[C:11](=O)[CH2:10]1)[C:3]1[CH:8]=[CH:7][CH:6]=[CH:5][CH:4]=1.[CH3:21][C:22]([C:25]([NH2:27])=[NH:26])([CH3:24])[CH3:23].Cl.[O-]CC.[Na+].